From a dataset of Forward reaction prediction with 1.9M reactions from USPTO patents (1976-2016). Predict the product of the given reaction. The product is: [Br:1][C:2]1[CH:7]=[C:6]([C:8]([F:10])([F:11])[F:9])[C:5]([O:12][CH3:13])=[CH:4][C:3]=1[CH2:14][Br:27]. Given the reactants [Br:1][C:2]1[CH:7]=[C:6]([C:8]([F:11])([F:10])[F:9])[C:5]([O:12][CH3:13])=[CH:4][C:3]=1[CH3:14].N(C(C)(C)C#N)=NC(C)(C)C#N.[Br:27]N1C(=O)CCC1=O, predict the reaction product.